From a dataset of Catalyst prediction with 721,799 reactions and 888 catalyst types from USPTO. Predict which catalyst facilitates the given reaction. Reactant: [CH:1]([CH:3]1[CH2:8][N:7]([C:9]([O:11][C:12]([CH3:15])([CH3:14])[CH3:13])=[O:10])[CH2:6][CH2:5][N:4]1[C:16]([O:18][CH2:19][C:20]1[CH:25]=[CH:24][CH:23]=[CH:22][CH:21]=1)=[O:17])=O.[Cl:26][C:27]1[CH:28]=[C:29]([NH:34][C:35]([N:37]2[CH2:42][CH2:41][NH:40][CH2:39][CH2:38]2)=[O:36])[CH:30]=[CH:31][C:32]=1[Cl:33].CCN(C(C)C)C(C)C.[O-]S([O-])(=O)=O.[Mg+2].C(O[BH-](OC(=O)C)OC(=O)C)(=O)C.[Na+].C(=O)(O)[O-].[Na+]. Product: [Cl:26][C:27]1[CH:28]=[C:29]([NH:34][C:35]([N:37]2[CH2:42][CH2:41][N:40]([CH2:1][CH:3]3[CH2:8][N:7]([C:9]([O:11][C:12]([CH3:13])([CH3:14])[CH3:15])=[O:10])[CH2:6][CH2:5][N:4]3[C:16]([O:18][CH2:19][C:20]3[CH:25]=[CH:24][CH:23]=[CH:22][CH:21]=3)=[O:17])[CH2:39][CH2:38]2)=[O:36])[CH:30]=[CH:31][C:32]=1[Cl:33]. The catalyst class is: 56.